Dataset: Reaction yield outcomes from USPTO patents with 853,638 reactions. Task: Predict the reaction yield, written as a fraction of the theoretical maximum amount of product (1.0 means a 100% yield; for example, 0.34 means a 34% yield). (1) The reactants are [O:1]1[C:5]2[CH:6]=[CH:7][C:8]([CH:10]([N:14]3[CH2:19][CH2:18][N:17]([CH3:20])[CH2:16][CH2:15]3)[C:11]([OH:13])=O)=[CH:9][C:4]=2[O:3][CH2:2]1.CCN(C(C)C)C(C)C.CN(C(ON1N=NC2C=CC=CC1=2)=[N+](C)C)C.[B-](F)(F)(F)F.[Cl:52][C:53]1[CH:54]=[C:55]([NH:60][NH2:61])[CH:56]=[C:57]([Cl:59])[CH:58]=1.C([O-])(O)=O.[Na+]. The catalyst is CN(C=O)C. The product is [O:1]1[C:5]2[CH:6]=[CH:7][C:8]([CH:10]([N:14]3[CH2:19][CH2:18][N:17]([CH3:20])[CH2:16][CH2:15]3)[C:11]([NH:61][NH:60][C:55]3[CH:54]=[C:53]([Cl:52])[CH:58]=[C:57]([Cl:59])[CH:56]=3)=[O:13])=[CH:9][C:4]=2[O:3][CH2:2]1. The yield is 0.638. (2) The catalyst is C(O)(=O)C.[Pd]. The reactants are [NH2:1][C:2]1[CH:3]=[N:4][CH:5]=[CH:6][C:7]=1[C:8]1[CH2:13][C:12]([CH3:15])([CH3:14])[CH2:11][CH:10]([N:16]2[C:24](=[O:25])[C:23]3[C:18](=[CH:19][CH:20]=[CH:21][CH:22]=3)[C:17]2=[O:26])[CH:9]=1.[H][H]. The yield is 0.530. The product is [NH2:1][C:2]1[CH:3]=[N:4][CH:5]=[CH:6][C:7]=1[CH:8]1[CH2:9][CH:10]([N:16]2[C:17](=[O:26])[C:18]3[C:23](=[CH:22][CH:21]=[CH:20][CH:19]=3)[C:24]2=[O:25])[CH2:11][C:12]([CH3:15])([CH3:14])[CH2:13]1. (3) The reactants are [CH3:1][C:2](=O)[CH2:3][C:4](=[O:6])[CH3:5].[Cl:8][C:9]1[CH:16]=[CH:15][CH:14]=[CH:13][C:10]=1[CH:11]=O.[CH3:17][O:18][C:19](=[O:24])/[CH:20]=[C:21](\[NH2:23])/[CH3:22].CC(O)=O. The catalyst is CCO.CCOC(C)=O. The product is [C:4]([C:3]1[CH:11]([C:10]2[CH:13]=[CH:14][CH:15]=[CH:16][C:9]=2[Cl:8])[C:20]([C:19]([O:18][CH3:17])=[O:24])=[C:21]([CH3:22])[NH:23][C:2]=1[CH3:1])(=[O:6])[CH3:5]. The yield is 0.110. (4) The reactants are [Cl:1][C:2]1[C:3](Cl)=[N:4][CH:5]=[C:6]([CH:10]=1)[C:7]([OH:9])=[O:8].[F:12][CH:13]([F:16])[CH2:14][OH:15]. No catalyst specified. The product is [Cl:1][C:2]1[C:3]([O:15][CH2:14][CH:13]([F:16])[F:12])=[N:4][CH:5]=[C:6]([CH:10]=1)[C:7]([OH:9])=[O:8]. The yield is 0.830. (5) The reactants are N1([C:6]([N:8]2[CH:12]=[CH:11][N:10]=C2)=[S:7])C=CN=C1.N1C=CN=C1.[CH3:18][O:19][C:20]1[C:21]([N:33]2[CH2:38][CH2:37][O:36][CH2:35][CH2:34]2)=[N:22][C:23]([C:26]2[CH:31]=[CH:30][C:29]([NH2:32])=[CH:28][CH:27]=2)=[N:24][CH:25]=1.[C:39]1(N)[C:40](N)=CC=[CH:43][CH:44]=1. The catalyst is C(Cl)Cl.CC#N. The product is [NH2:10][C:11]1[CH:43]=[CH:44][CH:39]=[CH:40][C:12]=1[NH:8][C:6]([NH:32][C:29]1[CH:30]=[CH:31][C:26]([C:23]2[N:22]=[C:21]([N:33]3[CH2:38][CH2:37][O:36][CH2:35][CH2:34]3)[C:20]([O:19][CH3:18])=[CH:25][N:24]=2)=[CH:27][CH:28]=1)=[S:7]. The yield is 0.702. (6) The reactants are Br[C:2]1[C:10]2[C:5](=[CH:6][N:7]=[C:8]([Cl:11])[CH:9]=2)[N:4]([C:12]([C:14]2[C:19]([C:20]([F:23])([F:22])[F:21])=[CH:18][CH:17]=[CH:16][C:15]=2[Cl:24])=[O:13])[CH:3]=1.[F:25][C:26]1[CH:31]=[C:30]([C:32]([O:34][CH3:35])=[O:33])[CH:29]=[CH:28][C:27]=1B(O)O.CC([O-])=O.[K+]. The catalyst is C1C=CC(P(C2C=CC=CC=2)[C-]2C=CC=C2)=CC=1.C1C=CC(P(C2C=CC=CC=2)[C-]2C=CC=C2)=CC=1.Cl[Pd]Cl.[Fe+2].O1CCOCC1. The product is [Cl:11][C:8]1[CH:9]=[C:10]2[C:2]([C:27]3[CH:28]=[CH:29][C:30]([C:32]([O:34][CH3:35])=[O:33])=[CH:31][C:26]=3[F:25])=[CH:3][N:4]([C:12](=[O:13])[C:14]3[C:19]([C:20]([F:23])([F:21])[F:22])=[CH:18][CH:17]=[CH:16][C:15]=3[Cl:24])[C:5]2=[CH:6][N:7]=1. The yield is 0.600. (7) The reactants are [CH3:1][C:2]1[N:7]=[CH:6][C:5]([C:8]2[CH:19]=[CH:18][C:11]3[N:12]4[CH2:17][C@@H:15]([NH:16][C:10]=3C=2)[CH2:14][CH2:13]4)=[CH:4][CH:3]=1.ClC(Cl)(O[C:24](=[O:30])OC(Cl)(Cl)Cl)Cl.CC[N:34](C(C)C)C(C)C.[CH3:41][C:42]([CH3:46])([CH3:45])[CH2:43][NH2:44]. The catalyst is C1COCC1.O.C(Cl)Cl.CO. The product is [CH3:1][C:2]1[N:7]=[CH:6][C:5]([C:8]2[CH:19]=[CH:18][C:11]3[N:12]4[CH2:17][C@H:15]([CH2:14][CH2:13]4)[N:16]([C:24]([NH:44][CH2:43][C:42]([CH3:46])([CH3:45])[CH3:41])=[O:30])[C:10]=3[N:34]=2)=[CH:4][CH:3]=1. The yield is 0.445. (8) The reactants are [Cl:1][C:2]1[CH:3]=[C:4]([CH:9]2[CH2:18][C:17]([CH3:20])([CH3:19])[C:16]3[N:15]=C(C#N)[CH:13]=[CH:12][C:11]=3[NH:10]2)[CH:5]=[CH:6][C:7]=1[F:8].[OH-:23].[Na+].Cl.[CH2:26]([OH:28])[CH3:27]. The catalyst is O. The product is [Cl:1][C:2]1[CH:3]=[C:4]([CH:9]2[CH2:18][C:17]([CH3:20])([CH3:19])[C:16]3[N:15]=[C:27]([C:26]([OH:23])=[O:28])[CH:13]=[CH:12][C:11]=3[NH:10]2)[CH:5]=[CH:6][C:7]=1[F:8]. The yield is 0.950. (9) The reactants are [CH3:1][O:2][C:3]1[CH:4]=[C:5]2[C:10](=[CH:11][C:12]=1[O:13][CH3:14])[N:9]=[CH:8][CH:7]=[C:6]2[O:15][C:16]1[CH:22]=[CH:21][C:19]([NH2:20])=[C:18]([CH3:23])[C:17]=1[CH3:24].C1(C)C=CC=CC=1.C(N(CC)CC)C.Cl[C:40](Cl)([O:42]C(=O)OC(Cl)(Cl)Cl)Cl.[C:51]1([CH:57]([OH:61])[CH2:58][CH2:59][CH3:60])[CH:56]=[CH:55][CH:54]=[CH:53][CH:52]=1. The catalyst is C(Cl)Cl. The product is [CH3:1][O:2][C:3]1[CH:4]=[C:5]2[C:10](=[CH:11][C:12]=1[O:13][CH3:14])[N:9]=[CH:8][CH:7]=[C:6]2[O:15][C:16]1[CH:22]=[CH:21][C:19]([NH:20][C:40](=[O:42])[O:61][CH:57]([C:51]2[CH:56]=[CH:55][CH:54]=[CH:53][CH:52]=2)[CH2:58][CH2:59][CH3:60])=[C:18]([CH3:23])[C:17]=1[CH3:24]. The yield is 0.400. (10) The reactants are [CH3:1][C:2]1[C:3]([CH3:22])=[CH:4][C:5]2[N:14]([CH2:15][C:16](O)=[O:17])[C:13]3[C:8]([C:9](=[O:20])[NH:10][C:11](=[O:19])[N:12]=3)=[N:7][C:6]=2[CH:21]=1.[C:23]([O:27][C:28]([CH:30]1[CH2:35][CH2:34][NH:33][CH2:32][CH2:31]1)=[O:29])([CH3:26])([CH3:25])[CH3:24].C(N(CC)CC)(C)C.CN(C(ON1N=NC2C=CC=NC1=2)=[N+](C)C)C.F[P-](F)(F)(F)(F)F. The catalyst is CN(C=O)C.O. The product is [C:23]([O:27][C:28]([CH:30]1[CH2:35][CH2:34][N:33]([C:16](=[O:17])[CH2:15][N:14]2[C:13]3[C:8]([C:9](=[O:20])[NH:10][C:11](=[O:19])[N:12]=3)=[N:7][C:6]3[CH:21]=[C:2]([CH3:1])[C:3]([CH3:22])=[CH:4][C:5]2=3)[CH2:32][CH2:31]1)=[O:29])([CH3:26])([CH3:24])[CH3:25]. The yield is 0.0700.